This data is from CYP2C19 inhibition data for predicting drug metabolism from PubChem BioAssay. The task is: Regression/Classification. Given a drug SMILES string, predict its absorption, distribution, metabolism, or excretion properties. Task type varies by dataset: regression for continuous measurements (e.g., permeability, clearance, half-life) or binary classification for categorical outcomes (e.g., BBB penetration, CYP inhibition). Dataset: cyp2c19_veith. (1) The drug is CCOC(=O)Cc1csc(NC(=O)c2ccc(Cl)nc2)n1. The result is 1 (inhibitor). (2) The compound is Cc1cc(/C=N/n2cnnc2)c(C)n1-c1ccc(OCc2ccccc2F)cc1. The result is 1 (inhibitor). (3) The compound is CN(C)c1ccc(-c2nc(NCCc3cnc[nH]3)c3ccccc3n2)cc1. The result is 1 (inhibitor). (4) The compound is CN(c1ccccc1)c1nc(-n2ccnc2)nc(-n2ccnc2)n1. The result is 1 (inhibitor).